From a dataset of Full USPTO retrosynthesis dataset with 1.9M reactions from patents (1976-2016). Predict the reactants needed to synthesize the given product. (1) The reactants are: Cl[C:2]1[CH:11]=[C:10]([C:12]([NH:14][CH2:15][C@H:16]2[CH2:21][CH2:20][C@H:19]([CH2:22][NH:23][C:24](=[O:30])[O:25][C:26]([CH3:29])([CH3:28])[CH3:27])[CH2:18][CH2:17]2)=[O:13])[C:9]2[C:4](=[CH:5][CH:6]=[CH:7][CH:8]=2)[N:3]=1.FC(F)(F)C(O)=O.[CH3:38][N:39]([CH3:50])[C:40](=[O:49])[CH2:41][O:42][CH:43]1[CH2:48][CH2:47][NH:46][CH2:45][CH2:44]1. Given the product [CH3:38][N:39]([CH3:50])[C:40](=[O:49])[CH2:41][O:42][CH:43]1[CH2:44][CH2:45][N:46]([C:2]2[CH:11]=[C:10]([C:12]([NH:14][CH2:15][C@H:16]3[CH2:21][CH2:20][C@H:19]([CH2:22][NH:23][C:24](=[O:30])[O:25][C:26]([CH3:29])([CH3:28])[CH3:27])[CH2:18][CH2:17]3)=[O:13])[C:9]3[C:4](=[CH:5][CH:6]=[CH:7][CH:8]=3)[N:3]=2)[CH2:47][CH2:48]1, predict the reactants needed to synthesize it. (2) Given the product [N:21]12[CH2:24][CH2:25][C:18]([O:10][C:9](=[O:11])[C:8](=[O:7])[C:12]3[S:13][CH:14]=[CH:15][CH:16]=3)([CH2:23][CH2:22]1)[CH2:19][CH2:20]2, predict the reactants needed to synthesize it. The reactants are: C(Cl)(=O)C(Cl)=O.[O:7]=[C:8]([C:12]1[S:13][CH:14]=[CH:15][CH:16]=1)[C:9]([OH:11])=[O:10].O[C:18]12[CH2:25][CH2:24][N:21]([CH2:22][CH2:23]1)[CH2:20][CH2:19]2.C(N(CC)CC)C.